From a dataset of Full USPTO retrosynthesis dataset with 1.9M reactions from patents (1976-2016). Predict the reactants needed to synthesize the given product. (1) Given the product [Cl:1][C:2]1[CH:11]=[C:10]2[C:5]([C:6](=[O:32])[C:7]([CH2:18][NH:19][C:20]([N:42]3[CH2:43][CH2:44][N:39]([C:33]4[CH:38]=[CH:37][CH:36]=[CH:35][CH:34]=4)[CH2:40][CH2:41]3)=[O:31])=[CH:8][N:9]2[C:12]2[CH:17]=[CH:16][CH:15]=[CH:14][CH:13]=2)=[CH:4][CH:3]=1, predict the reactants needed to synthesize it. The reactants are: [Cl:1][C:2]1[CH:11]=[C:10]2[C:5]([C:6](=[O:32])[C:7]([CH2:18][NH:19][C:20](=[O:31])OC3C=CC([N+]([O-])=O)=CC=3)=[CH:8][N:9]2[C:12]2[CH:17]=[CH:16][CH:15]=[CH:14][CH:13]=2)=[CH:4][CH:3]=1.[C:33]1([N:39]2[CH2:44][CH2:43][NH:42][CH2:41][CH2:40]2)[CH:38]=[CH:37][CH:36]=[CH:35][CH:34]=1.C(N(CC)C(C)C)(C)C. (2) Given the product [CH3:1][N:2]1[C:7]2[CH:8]=[CH:9][N:10]([CH2:16][C:17]([NH:19][C:20]3[S:21][CH:22]=[C:23]([C:25]4[CH:26]=[C:27]([F:44])[C:28]([O:32][CH2:33][C:34]5[CH:39]=[CH:38][C:37]([C:40]([F:43])([F:41])[F:42])=[CH:36][CH:35]=5)=[C:29]([F:31])[CH:30]=4)[N:24]=3)=[O:18])[C:6]=2[C:5](=[O:12])[N:4]([CH3:13])[C:3]1=[O:14], predict the reactants needed to synthesize it. The reactants are: [CH3:1][N:2]1[C:7]2[C:8](C)=[CH:9][NH:10][C:6]=2[C:5](=[O:12])[N:4]([CH3:13])[C:3]1=[O:14].Br[CH2:16][C:17]([NH:19][C:20]1[S:21][CH:22]=[C:23]([C:25]2[CH:30]=[C:29]([F:31])[C:28]([O:32][CH2:33][C:34]3[CH:39]=[CH:38][C:37]([C:40]([F:43])([F:42])[F:41])=[CH:36][CH:35]=3)=[C:27]([F:44])[CH:26]=2)[N:24]=1)=[O:18].[H-].[Na+]. (3) Given the product [C:1]([N:5]1[C:9]2=[N:10][CH:11]=[N:12][C:13]([NH:14][C:22](=[O:29])[C:23]3[CH:28]=[CH:27][CH:26]=[CH:25][CH:24]=3)=[C:8]2[C:7]([C:15]2[CH:16]=[CH:17][C:18]([F:21])=[CH:19][CH:20]=2)=[N:6]1)([CH3:4])([CH3:2])[CH3:3], predict the reactants needed to synthesize it. The reactants are: [C:1]([N:5]1[C:9]2=[N:10][CH:11]=[N:12][C:13]([NH2:14])=[C:8]2[C:7]([C:15]2[CH:20]=[CH:19][C:18]([F:21])=[CH:17][CH:16]=2)=[N:6]1)([CH3:4])([CH3:3])[CH3:2].[C:22](Cl)(=[O:29])[C:23]1[CH:28]=[CH:27][CH:26]=[CH:25][CH:24]=1.O. (4) Given the product [N:1]1[S:2][N:3]=[C:4]2[CH:9]=[C:8]([C:10](=[O:21])[C:11]#[C:12][C:13]([OH:15])([CH3:14])[CH3:20])[CH:7]=[CH:6][C:5]=12, predict the reactants needed to synthesize it. The reactants are: [N:1]1[S:2][N:3]=[C:4]2[CH:9]=[C:8]([C:10](=[O:21])[C:11]#[C:12][C:13]([CH3:20])([O:15][Si](C)(C)C)[CH3:14])[CH:7]=[CH:6][C:5]=12.CC1C=CC(S(O)(=O)=O)=CC=1. (5) Given the product [N+:1]([C:4]1[CH:5]=[C:6]2[C:10](=[CH:11][CH:12]=1)[N:9]([CH2:15][C:16]1[CH:21]=[CH:20][CH:19]=[CH:18][N:17]=1)[N:8]=[CH:7]2)([O-:3])=[O:2], predict the reactants needed to synthesize it. The reactants are: [N+:1]([C:4]1[CH:5]=[C:6]2[C:10](=[CH:11][CH:12]=1)[NH:9][N:8]=[CH:7]2)([O-:3])=[O:2].Cl.Cl[CH2:15][C:16]1[CH:21]=[CH:20][CH:19]=[CH:18][N:17]=1.C(=O)([O-])[O-].[K+].[K+].O. (6) Given the product [CH:1]1([C:4]2[N:8]=[C:7]([C:9]3[C:10]4[CH2:29][CH2:28][CH2:27][CH2:26][CH2:25][C:11]=4[S:12][C:13]=3[NH:14][C:15]([CH:17]3[CH2:21][CH2:20][CH2:30][CH2:19][CH:18]3[C:22]([OH:24])=[O:23])=[O:16])[O:6][N:5]=2)[CH2:3][CH2:2]1, predict the reactants needed to synthesize it. The reactants are: [CH:1]1([C:4]2[N:8]=[C:7]([C:9]3[C:10]4[CH2:29][CH2:28][CH2:27][CH2:26][CH2:25][C:11]=4[S:12][C:13]=3[NH:14][C:15]([C:17]3[CH2:21][CH2:20][CH2:19][C:18]=3[C:22]([OH:24])=[O:23])=[O:16])[O:6][N:5]=2)[CH2:3][CH2:2]1.[C@@H:30]12C(=O)OC(=O)[C@@H]1CCCC2. (7) Given the product [Br:11][CH:6]1[C:4](=[O:5])[CH2:3][C:2]([CH3:10])([CH3:1])[CH2:9][C:7]1=[O:8], predict the reactants needed to synthesize it. The reactants are: [CH3:1][C:2]1([CH3:10])[CH2:9][C:7](=[O:8])[CH2:6][C:4](=[O:5])[CH2:3]1.[Br:11]Br.